Task: Predict the reaction yield, written as a fraction of the theoretical maximum amount of product (1.0 means a 100% yield; for example, 0.34 means a 34% yield).. Dataset: Buchwald-Hartwig C-N cross coupling reaction yields with 55,370 reactions The reactants are FC(F)(F)c1ccc(Cl)cc1.Cc1ccc(N)cc1.O=S(=O)(O[Pd]1c2ccccc2-c2ccccc2N~1)C(F)(F)F.COc1ccc(OC)c(P([C@]23C[C@H]4C[C@H](C[C@H](C4)C2)C3)[C@]23C[C@H]4C[C@H](C[C@H](C4)C2)C3)c1-c1c(C(C)C)cc(C(C)C)cc1C(C)C.CCN=P(N=P(N(C)C)(N(C)C)N(C)C)(N(C)C)N(C)C.COC(=O)c1cc(-c2ccco2)on1. No catalyst specified. The product is Cc1ccc(Nc2ccc(C(F)(F)F)cc2)cc1. The yield is 0.0125.